Dataset: Full USPTO retrosynthesis dataset with 1.9M reactions from patents (1976-2016). Task: Predict the reactants needed to synthesize the given product. Given the product [C:6]([N:4]1[CH2:5][C:6](=[O:8])[N:7]([C:3](=[O:9])[CH3:2])[CH:2]([CH3:1])[C:3]1=[O:9])(=[O:8])[CH3:5], predict the reactants needed to synthesize it. The reactants are: [CH3:1][CH:2]1[NH:7][C:6](=[O:8])[CH2:5][NH:4][C:3]1=[O:9].